Task: Predict which catalyst facilitates the given reaction.. Dataset: Catalyst prediction with 721,799 reactions and 888 catalyst types from USPTO The catalyst class is: 8. Reactant: C1(CC(Cl)=O)C=CC=CC=1.[C:11]1([CH2:17][C:18]([N:20]=[C:21]=[S:22])=[O:19])[CH:16]=[CH:15][CH:14]=[CH:13][CH:12]=1.[CH3:23][O:24][C:25]1[CH:26]=[C:27]2[C:32](=[CH:33][C:34]=1[O:35][CH3:36])[N:31]=[CH:30][CH:29]=[C:28]2[O:37][C:38]1[CH:44]=[CH:43][C:41]([NH2:42])=[CH:40][CH:39]=1.C1(C)C=CC=CC=1. Product: [C:11]1([CH2:17][C:18]([N:20]=[C:21]=[S:22])=[O:19])[CH:16]=[CH:15][CH:14]=[CH:13][CH:12]=1.[CH3:23][O:24][C:25]1[CH:26]=[C:27]2[C:32](=[CH:33][C:34]=1[O:35][CH3:36])[N:31]=[CH:30][CH:29]=[C:28]2[O:37][C:38]1[CH:39]=[CH:40][C:41]([NH:42][C:21]([NH:20][C:18](=[O:19])[CH2:17][C:11]2[CH:16]=[CH:15][CH:14]=[CH:13][CH:12]=2)=[S:22])=[CH:43][CH:44]=1.